From a dataset of TCR-epitope binding with 47,182 pairs between 192 epitopes and 23,139 TCRs. Binary Classification. Given a T-cell receptor sequence (or CDR3 region) and an epitope sequence, predict whether binding occurs between them. (1) The epitope is FQPTNGVGY. The TCR CDR3 sequence is CASSPLIGTSGTEAFF. Result: 0 (the TCR does not bind to the epitope). (2) The epitope is GTSGSPIVNR. The TCR CDR3 sequence is CASSLVFAGGISTDTQYF. Result: 1 (the TCR binds to the epitope).